From a dataset of Reaction yield outcomes from USPTO patents with 853,638 reactions. Predict the reaction yield, written as a fraction of the theoretical maximum amount of product (1.0 means a 100% yield; for example, 0.34 means a 34% yield). (1) The reactants are CON.[F:4][C:5]1[CH:6]=[C:7]([CH:23]=[CH:24][CH:25]=1)[CH2:8][NH:9][C:10](=[O:22])[NH:11][C:12]1[S:13][CH:14]=[C:15]([CH2:17][N:18](OC)[CH3:19])[N:16]=1.O. The catalyst is CC(O)=O.[Zn]. The product is [F:4][C:5]1[CH:6]=[C:7]([CH:23]=[CH:24][CH:25]=1)[CH2:8][NH:9][C:10]([NH:11][C:12]1[S:13][CH:14]=[C:15]([CH2:17][NH:18][CH3:19])[N:16]=1)=[O:22]. The yield is 0.890. (2) The reactants are [CH3:1][C@H:2]1[NH:7][C@@H:6]([CH3:8])[CH2:5][N:4]([C:9]2[CH:10]=[C:11]([C:15](=[O:17])[CH3:16])[CH:12]=[CH:13][CH:14]=2)[CH2:3]1.[BH-](OC(C)=O)(OC(C)=O)O[C:20](C)=O.[Na+].C=O.[NH4+].[OH-]. The catalyst is C(Cl)Cl.O. The product is [NH4+:4].[OH-:17].[CH3:8][C@H:6]1[N:7]([CH3:20])[C@@H:2]([CH3:1])[CH2:3][N:4]([C:9]2[CH:10]=[C:11]([C:15](=[O:17])[CH3:16])[CH:12]=[CH:13][CH:14]=2)[CH2:5]1. The yield is 0.0300.